Dataset: Peptide-MHC class I binding affinity with 185,985 pairs from IEDB/IMGT. Task: Regression. Given a peptide amino acid sequence and an MHC pseudo amino acid sequence, predict their binding affinity value. This is MHC class I binding data. (1) The peptide sequence is VSDTTVLLH. The MHC is HLA-B46:01 with pseudo-sequence HLA-B46:01. The binding affinity (normalized) is 0.0847. (2) The peptide sequence is ESDGKPQKA. The MHC is HLA-A26:01 with pseudo-sequence HLA-A26:01. The binding affinity (normalized) is 0. (3) The peptide sequence is KAMCNTRDT. The MHC is HLA-A02:01 with pseudo-sequence HLA-A02:01. The binding affinity (normalized) is 0. (4) The peptide sequence is KTTKSWLQK. The MHC is HLA-B46:01 with pseudo-sequence HLA-B46:01. The binding affinity (normalized) is 0.0847. (5) The peptide sequence is GPMPVTHSSA. The MHC is HLA-B07:02 with pseudo-sequence HLA-B07:02. The binding affinity (normalized) is 0.817.